From a dataset of Full USPTO retrosynthesis dataset with 1.9M reactions from patents (1976-2016). Predict the reactants needed to synthesize the given product. (1) Given the product [Cl:39][C:36]1[CH:37]=[CH:38][C:33]([C:23]2[N:22]([CH:15]([CH:16]3[CH2:21][CH2:20][CH2:19][CH2:18][CH2:17]3)[CH2:14][O:13][C:10]3[N:9]=[CH:8][C:7]([O:6][CH2:5][C:4]([OH:40])=[O:3])=[CH:12][CH:11]=3)[C:26]3[CH:27]=[C:28]([F:32])[C:29]([F:31])=[CH:30][C:25]=3[N:24]=2)=[CH:34][CH:35]=1, predict the reactants needed to synthesize it. The reactants are: C([O:3][C:4](=[O:40])[CH2:5][O:6][C:7]1[CH:8]=[N:9][C:10]([O:13][CH2:14][CH:15]([N:22]2[C:26]3[CH:27]=[C:28]([F:32])[C:29]([F:31])=[CH:30][C:25]=3[N:24]=[C:23]2[C:33]2[CH:38]=[CH:37][C:36]([Cl:39])=[CH:35][CH:34]=2)[CH:16]2[CH2:21][CH2:20][CH2:19][CH2:18][CH2:17]2)=[CH:11][CH:12]=1)C.[OH-].[Na+].Cl. (2) Given the product [F:1][C:2]1[C:3]([O:11][C:12]2[C:17]([O:18][CH3:19])=[CH:16][CH:15]=[CH:14][C:13]=2[F:20])=[C:4]([NH:27][C:21]([NH:31][C:32]2[S:33][CH:34]=[CH:35][N:36]=2)=[O:25])[CH:8]=[CH:9][CH:10]=1, predict the reactants needed to synthesize it. The reactants are: [F:1][C:2]1[C:3]([O:11][C:12]2[C:17]([O:18][CH3:19])=[CH:16][CH:15]=[CH:14][C:13]=2[F:20])=[C:4]([CH:8]=[CH:9][CH:10]=1)C(O)=O.[C:21](Cl)(=[O:25])C(Cl)=O.[N-:27]=[N+]=[N-].[Na+].[NH2:31][C:32]1[S:33][CH:34]=[CH:35][N:36]=1. (3) Given the product [Cl:20][C:21]1[N:22]=[CH:23][N:24]=[C:25]([O:1][C:2]2[C:11]3[C:6](=[CH:7][CH:8]=[CH:9][CH:10]=3)[C:5]([NH:12][C:13](=[O:19])[O:14][C:15]([CH3:16])([CH3:18])[CH3:17])=[CH:4][CH:3]=2)[CH:26]=1, predict the reactants needed to synthesize it. The reactants are: [OH:1][C:2]1[C:11]2[C:6](=[CH:7][CH:8]=[CH:9][CH:10]=2)[C:5]([NH:12][C:13](=[O:19])[O:14][C:15]([CH3:18])([CH3:17])[CH3:16])=[CH:4][CH:3]=1.[Cl:20][C:21]1[CH:26]=[C:25](Cl)[N:24]=[CH:23][N:22]=1.C1CCN2C(=NCCC2)CC1.O. (4) The reactants are: [CH3:1][O:2][C:3]1[CH:11]=[C:10]([N+:12]([O-:14])=[O:13])[CH:9]=[CH:8][C:4]=1[C:5]([OH:7])=[O:6].[C:15](=O)([O-])[O-].[K+].[K+].IC. Given the product [CH3:1][O:2][C:3]1[CH:11]=[C:10]([N+:12]([O-:14])=[O:13])[CH:9]=[CH:8][C:4]=1[C:5]([O:7][CH3:15])=[O:6], predict the reactants needed to synthesize it. (5) Given the product [CH3:28][O:29][C:30](=[O:39])[C:31]1[CH:36]=[CH:35][C:34]([CH2:37][N:18]([CH2:17][CH2:16][C:14]2[N:15]=[C:11]([S:10][C:7]([CH3:8])([CH3:9])[C:6]([C:41]([CH3:44])([CH3:42])[CH3:40])=[O:27])[S:12][CH:13]=2)[C:19]2[N:20]=[CH:21][C:22]([CH2:25][CH3:26])=[CH:23][N:24]=2)=[CH:33][CH:32]=1, predict the reactants needed to synthesize it. The reactants are: C(O[C:6](=[O:27])[C:7]([S:10][C:11]1[S:12][CH:13]=[C:14]([CH2:16][CH2:17][NH:18][C:19]2[N:24]=[CH:23][C:22]([CH2:25][CH3:26])=[CH:21][N:20]=2)[N:15]=1)([CH3:9])[CH3:8])(C)(C)C.[CH3:28][O:29][C:30](=[O:39])[C:31]1[CH:36]=[CH:35][C:34]([CH2:37]Br)=[CH:33][CH:32]=1.[CH3:40][C:41]([CH3:44])([O-])[CH3:42].[K+].O. (6) Given the product [CH3:1][O:2][C:3]1[C:12]([NH:13][C:14]([N:32]2[CH2:33][CH2:34][C:29]([C:23]3[CH:28]=[CH:27][CH:26]=[CH:25][CH:24]=3)([C:35]3[CH:40]=[CH:39][CH:38]=[CH:37][CH:36]=3)[CH2:30][CH2:31]2)=[O:16])=[N:11][C:10]2[C:5](=[CH:6][CH:7]=[CH:8][CH:9]=2)[N:4]=1, predict the reactants needed to synthesize it. The reactants are: [CH3:1][O:2][C:3]1[C:12]([N:13](C2C=CC=CC=2)[C:14](=[O:16])[O-])=[N:11][C:10]2[C:5](=[CH:6][CH:7]=[CH:8][CH:9]=2)[N:4]=1.[C:23]1([C:29]2([C:35]3[CH:40]=[CH:39][CH:38]=[CH:37][CH:36]=3)[CH2:34][CH2:33][NH:32][CH2:31][CH2:30]2)[CH:28]=[CH:27][CH:26]=[CH:25][CH:24]=1.C1CCN2C(=NCCC2)CC1.